This data is from Human Reference Interactome with 51,813 positive PPI pairs across 8,248 proteins, plus equal number of experimentally-validated negative pairs. The task is: Binary Classification. Given two protein amino acid sequences, predict whether they physically interact or not. Protein 1 (ENSG00000164303) has sequence MAVKLGTLLLALALGLAQPASARRKLLVFLLDGFRSDYISDEALESLPGFKEIVSRGVKVDYLTPDFPSLSYPNYYTLMTGRHCEVHQMIGNYMWDPTTNKSFDIGVNKDSLMPLWWNGSEPLWVTLTKAKRKVYMYYWPGCEVEILGVRPTYCLEYKNVPTDINFANAVSDALDSFKSGRADLAAIYHERIDVEGHHYGPASPQRKDALKAVDTVLKYMTKWIQERGLQDRLNVIIFSDHGMTDIFWMDKVIELNKYISLNDLQQVKDRGPVVSLWPAPGKHSEIYNKLSTVEHMTVYE.... Protein 2 (ENSG00000166595) has sequence MVGGGGVGGGLLENANPLIYQRSGERPVTAGEEDEQVPDSIDAREIFDLIRSINDPEHPLTLEELNVVEQVRVQVSDPESTVAVAFTPTIPHCSMATLIGLSIKVKLLRSLPQRFKMDVHITPGTHASEHAVNKQLADKERVAAALENTHLLEVVNQCLSARS*MVGGGGVGGGLLENANPLIYQRSGERPVTAGEEDEQ*DSIDAREIFDLIRSINDPEHPLTLEELNVVEQVRVQVSDPESTVAVAFTPTIPHCSMATLIGLSIKVKLLRSLPQRFKMDVHITPGTHASEHAVNKQLA.... Result: 0 (the proteins do not interact).